From a dataset of Forward reaction prediction with 1.9M reactions from USPTO patents (1976-2016). Predict the product of the given reaction. (1) Given the reactants C[O:2][C:3](=[O:19])[C:4]1[CH:9]=[CH:8][C:7]([N+:10]([O-:12])=[O:11])=[C:6]([O:13][CH:14]2[CH2:18][CH2:17][O:16][CH2:15]2)[CH:5]=1.[OH-].[Li+], predict the reaction product. The product is: [N+:10]([C:7]1[CH:8]=[CH:9][C:4]([C:3]([OH:19])=[O:2])=[CH:5][C:6]=1[O:13][CH:14]1[CH2:18][CH2:17][O:16][CH2:15]1)([O-:12])=[O:11]. (2) Given the reactants [Cl:1][C:2]1[C:15]([NH:16][C:17]2[NH:18][C:19]3[C:20]([N:34]=2)=[N:21][C:22]([O:29][CH2:30][CH:31]([F:33])[F:32])=[C:23]([C:25]([O:27]C)=[O:26])[CH:24]=3)=[C:14]([Cl:35])[CH:13]=[CH:12][C:3]=1[CH2:4][NH:5][C:6](=[O:11])[C:7]([CH3:10])([CH3:9])[CH3:8].[OH-].[Na+], predict the reaction product. The product is: [Cl:1][C:2]1[C:15]([NH:16][C:17]2[NH:18][C:19]3[C:20]([N:34]=2)=[N:21][C:22]([O:29][CH2:30][CH:31]([F:32])[F:33])=[C:23]([C:25]([OH:27])=[O:26])[CH:24]=3)=[C:14]([Cl:35])[CH:13]=[CH:12][C:3]=1[CH2:4][NH:5][C:6](=[O:11])[C:7]([CH3:10])([CH3:9])[CH3:8]. (3) The product is: [NH2:48][C@@H:47]([C@@H:59]([OH:61])[CH3:60])[C:46]([NH:45][CH2:44][CH2:43][CH2:42][NH:41][C@@H:40]([C@@H:39]([CH:10]1[C@@H:9]([O:8][Si:1]([C:4]([CH3:5])([CH3:6])[CH3:7])([CH3:3])[CH3:2])[C@@H:13]([O:14][Si:15]([C:18]([CH3:19])([CH3:20])[CH3:21])([CH3:17])[CH3:16])[C@H:12]([N:22]2[CH:27]=[CH:26][C:25](=[O:28])[N:24]([CH2:29][C:30]3[CH:35]=[CH:34][C:33]([O:36][CH3:37])=[CH:32][CH:31]=3)[C:23]2=[O:38])[O:11]1)[OH:70])[C:63]([O:65][C:66]([CH3:68])([CH3:69])[CH3:67])=[O:64])=[O:62]. Given the reactants [Si:1]([O:8][C@H:9]1[C@@H:13]([O:14][Si:15]([C:18]([CH3:21])([CH3:20])[CH3:19])([CH3:17])[CH3:16])[C@H:12]([N:22]2[CH:27]=[CH:26][C:25](=[O:28])[N:24]([CH2:29][C:30]3[CH:35]=[CH:34][C:33]([O:36][CH3:37])=[CH:32][CH:31]=3)[C:23]2=[O:38])[O:11][CH:10]1[C@@H:39]([OH:70])[C@@H:40]([C:63]([O:65][C:66]([CH3:69])([CH3:68])[CH3:67])=[O:64])[NH:41][CH2:42][CH2:43][CH2:44][NH:45][C:46](=[O:62])[C@H:47]([C@@H:59]([OH:61])[CH3:60])[NH:48]C(=O)OCC1C=CC=CC=1)([C:4]([CH3:7])([CH3:6])[CH3:5])([CH3:3])[CH3:2], predict the reaction product. (4) Given the reactants [CH:1]1([NH:6][C:7]2[N:12]3[N:13]=[C:14]([C:19]4[CH:24]=[CH:23][N:22]=[CH:21][CH:20]=4)[C:15]([C:16](=[O:18])[CH3:17])=[C:11]3[CH:10]=[CH:9][CH:8]=2)[CH2:5][CH2:4][CH2:3][CH2:2]1.O.CO[CH:28](OC)[N:29]([CH3:31])[CH3:30], predict the reaction product. The product is: [CH:1]1([NH:6][C:7]2[N:12]3[N:13]=[C:14]([C:19]4[CH:20]=[CH:21][N:22]=[CH:23][CH:24]=4)[C:15]([C:16](=[O:18])[CH:17]=[CH:28][N:29]([CH3:31])[CH3:30])=[C:11]3[CH:10]=[CH:9][CH:8]=2)[CH2:2][CH2:3][CH2:4][CH2:5]1. (5) Given the reactants [Cl:1][C:2]1[CH:7]=[CH:6][C:5]([C@@H:8]([NH:18]C(=O)OC(C)(C)C)[C@@H:9]([C:11]2[CH:16]=[CH:15][CH:14]=[C:13]([Cl:17])[CH:12]=2)[OH:10])=[C:4]([F:26])[CH:3]=1, predict the reaction product. The product is: [NH2:18][C@H:8]([C:5]1[CH:6]=[CH:7][C:2]([Cl:1])=[CH:3][C:4]=1[F:26])[C@@H:9]([C:11]1[CH:16]=[CH:15][CH:14]=[C:13]([Cl:17])[CH:12]=1)[OH:10]. (6) Given the reactants [OH-].[Li+].[CH3:3][O:4][C:5]1[C:10]2[CH:11]=[C:12]([C:24]([O:26]C)=[O:25])[N:13]([CH2:14][C:15]3[C:20]([CH3:21])=[CH:19][C:18]([CH3:22])=[CH:17][C:16]=3[CH3:23])[C:9]=2[CH:8]=[CH:7][N:6]=1, predict the reaction product. The product is: [CH3:3][O:4][C:5]1[C:10]2[CH:11]=[C:12]([C:24]([OH:26])=[O:25])[N:13]([CH2:14][C:15]3[C:20]([CH3:21])=[CH:19][C:18]([CH3:22])=[CH:17][C:16]=3[CH3:23])[C:9]=2[CH:8]=[CH:7][N:6]=1. (7) Given the reactants C([O:5][C:6](=[O:51])[C:7]([O:10]/[N:11]=[C:12](/[C:38]1[N:39]=[C:40]([NH:43]C(OC(C)(C)C)=O)[S:41][CH:42]=1)\[C:13]([NH:15][C@@H:16]1[C:19](=[O:20])[N:18]([S:21]([O-:24])(=[O:23])=[O:22])[C@@H:17]1[CH2:25][N:26]1[CH:30]=[C:29]([C:31]2[CH:36]=[CH:35][N+:34]([CH3:37])=[CH:33][CH:32]=2)[N:28]=[N:27]1)=[O:14])([CH3:9])[CH3:8])(C)(C)C.C(O)(C(F)(F)F)=O, predict the reaction product. The product is: [NH2:43][C:40]1[S:41][CH:42]=[C:38](/[C:12](=[N:11]/[O:10][C:7]([C:6]([OH:51])=[O:5])([CH3:8])[CH3:9])/[C:13]([NH:15][C@@H:16]2[C:19](=[O:20])[N:18]([S:21]([O-:24])(=[O:22])=[O:23])[C@@H:17]2[CH2:25][N:26]2[CH:30]=[C:29]([C:31]3[CH:32]=[CH:33][N+:34]([CH3:37])=[CH:35][CH:36]=3)[N:28]=[N:27]2)=[O:14])[N:39]=1. (8) Given the reactants [CH3:1][C:2]([CH3:37])([O:4][C:5]([NH:7][C@H:8]([C:34]([OH:36])=[O:35])[CH2:9][C:10]1[CH:15]=[CH:14][C:13]([NH:16][C:17]([O:19][CH2:20][CH:21]2[C:33]3[CH:32]=[CH:31][CH:30]=[CH:29][C:28]=3[C:27]3[C:22]2=[CH:23][CH:24]=[CH:25][CH:26]=3)=[O:18])=[CH:12][CH:11]=1)=[O:6])[CH3:3].[CH2:38](Br)[C:39]1[CH:44]=[CH:43][CH:42]=[CH:41][CH:40]=1, predict the reaction product. The product is: [C:39]1([CH2:38][O:35][C:34](=[O:36])[C@H:8]([CH2:9][C:10]2[CH:11]=[CH:12][C:13]([NH:16][C:17]([O:19][CH2:20][CH:21]3[C:33]4[CH:32]=[CH:31][CH:30]=[CH:29][C:28]=4[C:27]4[C:22]3=[CH:23][CH:24]=[CH:25][CH:26]=4)=[O:18])=[CH:14][CH:15]=2)[NH:7][C:5]([O:4][C:2]([CH3:37])([CH3:1])[CH3:3])=[O:6])[CH:44]=[CH:43][CH:42]=[CH:41][CH:40]=1.